From a dataset of Full USPTO retrosynthesis dataset with 1.9M reactions from patents (1976-2016). Predict the reactants needed to synthesize the given product. (1) Given the product [C:29]([C:26]([C:22]1[CH:21]=[C:20]([CH:25]=[CH:24][CH:23]=1)[C:19]([NH:18][C:13]1[CH:14]=[CH:15][C:16]([CH3:17])=[C:11]([O:10][C:8]2[CH:7]=[CH:6][C:5]3[N:4]([N:3]=[C:2]([NH:1][C:37](=[O:36])[CH2:38][OH:39])[N:32]=3)[CH:9]=2)[CH:12]=1)=[O:31])([CH3:28])[CH3:27])#[N:30], predict the reactants needed to synthesize it. The reactants are: [NH2:1][C:2]1[N:32]=[C:5]2[CH:6]=[CH:7][C:8]([O:10][C:11]3[CH:12]=[C:13]([NH:18][C:19](=[O:31])[C:20]4[CH:25]=[CH:24][CH:23]=[C:22]([C:26]([C:29]#[N:30])([CH3:28])[CH3:27])[CH:21]=4)[CH:14]=[CH:15][C:16]=3[CH3:17])=[CH:9][N:4]2[N:3]=1.C([O:36][CH2:37][C:38](Cl)=[O:39])(=O)C.C(=O)([O-])[O-].[K+].[K+].O. (2) Given the product [Cl:25][C:26]1[N:31]=[C:30]([NH:1][C:2]2[CH:3]=[C:4]([CH:22]=[CH:23][CH:24]=2)[C:5]([NH:7][C:8]2[CH:9]=[C:10]([NH:14][C:15](=[O:21])[O:16][C:17]([CH3:20])([CH3:18])[CH3:19])[CH:11]=[CH:12][CH:13]=2)=[O:6])[C:29]([Cl:33])=[CH:28][N:27]=1, predict the reactants needed to synthesize it. The reactants are: [NH2:1][C:2]1[CH:3]=[C:4]([CH:22]=[CH:23][CH:24]=1)[C:5]([NH:7][C:8]1[CH:9]=[C:10]([NH:14][C:15](=[O:21])[O:16][C:17]([CH3:20])([CH3:19])[CH3:18])[CH:11]=[CH:12][CH:13]=1)=[O:6].[Cl:25][C:26]1[N:31]=[C:30](Cl)[C:29]([Cl:33])=[CH:28][N:27]=1.C(=O)([O-])[O-].[K+].[K+]. (3) Given the product [CH3:1][N:2]([CH3:3])[C:43]([C:40]1[S:39][C:35]2[N:36]=[CH:37][N:38]=[C:33]([NH:32][C:29]3[CH:30]=[CH:31][C:26]([F:25])=[CH:27][C:28]=3[O:47][CH:48]3[CH2:49][CH2:50][O:51][CH2:52][CH2:53]3)[C:34]=2[C:41]=1[CH3:42])=[O:45], predict the reactants needed to synthesize it. The reactants are: [CH3:1][N:2](C(ON1N=NC2C=CC=NC1=2)=[N+](C)C)[CH3:3].F[P-](F)(F)(F)(F)F.[F:25][C:26]1[CH:31]=[CH:30][C:29]([NH:32][C:33]2[C:34]3[C:41]([CH3:42])=[C:40]([C:43]([O:45]C)=O)[S:39][C:35]=3[N:36]=[CH:37][N:38]=2)=[C:28]([O:47][CH:48]2[CH2:53][CH2:52][O:51][CH2:50][CH2:49]2)[CH:27]=1.CCN(C(C)C)C(C)C.CNC. (4) Given the product [F:42][C:39]1[CH:40]=[CH:41][C:36]([C:22]2[S:21][CH:20]([C:16]3[C:15]([O:43][CH2:44][C:45]([O:52][CH3:53])=[O:48])=[C:14]([CH:19]=[CH:18][CH:17]=3)[O:13][CH2:12][C:8]3[N:7]=[C:6]([C:4]([OH:3])=[O:5])[CH:11]=[CH:10][CH:9]=3)[N:24]([C:25](=[O:35])[C:26]3[C:27]([F:34])=[CH:28][C:29]([F:33])=[CH:30][C:31]=3[F:32])[N:23]=2)=[CH:37][CH:38]=1, predict the reactants needed to synthesize it. The reactants are: C([O:3][C:4]([C:6]1[CH:11]=[CH:10][CH:9]=[C:8]([CH2:12][O:13][C:14]2[CH:19]=[CH:18][CH:17]=[C:16]([CH:20]3[N:24]([C:25](=[O:35])[C:26]4[C:31]([F:32])=[CH:30][C:29]([F:33])=[CH:28][C:27]=4[F:34])[N:23]=[C:22]([C:36]4[CH:41]=[CH:40][C:39]([F:42])=[CH:38][CH:37]=4)[S:21]3)[C:15]=2[O:43][CH2:44][C:45]#N)[N:7]=1)=[O:5])C.[Li+].[OH-:48].C1[CH2:53][O:52]CC1. (5) Given the product [CH2:15]([C:3]1([CH2:1][CH3:2])[CH2:14][CH2:13][C:6]2=[C:7]([C:10]([OH:12])=[O:11])[S:8][C:9]([CH3:18])=[C:5]2[CH2:4]1)[CH3:16], predict the reactants needed to synthesize it. The reactants are: [CH2:1]([C:3]1([CH2:15][CH3:16])[CH2:14][CH2:13][C:6]2=[C:7]([C:10]([OH:12])=[O:11])[S:8][CH:9]=[C:5]2[CH2:4]1)[CH3:2].[Li][CH2:18]CCC.CI. (6) Given the product [CH2:15]([C:12]1[CH:13]=[CH:14][C:9]([O:8][CH2:7][CH2:6][CH2:5][C:4]([OH:23])=[O:3])=[CH:10][CH:11]=1)[CH2:16][CH2:17][CH2:18][CH2:19][CH2:20][CH2:21][CH3:22], predict the reactants needed to synthesize it. The reactants are: C([O:3][C:4](=[O:23])[CH2:5][CH2:6][CH2:7][O:8][C:9]1[CH:14]=[CH:13][C:12]([CH2:15][CH2:16][CH2:17][CH2:18][CH2:19][CH2:20][CH2:21][CH3:22])=[CH:11][CH:10]=1)C.[OH-].[Na+].Cl. (7) Given the product [F:26][C:2]([F:1])([F:25])[S:3]([O:6][C:7]1[CH:16]=[C:15]2[C:10]([C:11](=[O:24])[C:12]([C:17]3[CH:22]=[CH:21][C:20]([NH:23][S:28]([CH3:27])(=[O:30])=[O:29])=[CH:19][CH:18]=3)=[CH:13][O:14]2)=[CH:9][CH:8]=1)(=[O:5])=[O:4], predict the reactants needed to synthesize it. The reactants are: [F:1][C:2]([F:26])([F:25])[S:3]([O:6][C:7]1[CH:16]=[C:15]2[C:10]([C:11](=[O:24])[C:12]([C:17]3[CH:22]=[CH:21][C:20]([NH2:23])=[CH:19][CH:18]=3)=[CH:13][O:14]2)=[CH:9][CH:8]=1)(=[O:5])=[O:4].[CH3:27][S:28](Cl)(=[O:30])=[O:29].O.